Dataset: Forward reaction prediction with 1.9M reactions from USPTO patents (1976-2016). Task: Predict the product of the given reaction. (1) The product is: [N:10]1([C:2]2[CH:7]=[C:6]([Cl:8])[N:5]=[C:4]([NH2:9])[N:3]=2)[CH2:13][CH2:12][CH2:11]1. Given the reactants Cl[C:2]1[CH:7]=[C:6]([Cl:8])[N:5]=[C:4]([NH2:9])[N:3]=1.[NH:10]1[CH2:13][CH2:12][CH2:11]1.C(N(CC)CC)C, predict the reaction product. (2) Given the reactants CO[C:3](=[O:12])[C:4]1[CH:9]=[C:8](Br)[C:7](Cl)=[N:6][CH:5]=1.[O:13]1[CH2:17][CH:16]([CH2:18][OH:19])[O:15][CH2:14]1.[Cl:20][C:21]1[CH:26]=[CH:25][C:24](B(O)O)=[CH:23][CH:22]=1.[NH2:30][C@@H:31]1[CH2:36][CH2:35][CH2:34][CH2:33][C@H:32]1[OH:37], predict the reaction product. The product is: [Cl:20][C:21]1[CH:26]=[CH:25][C:24]([C:8]2[C:7]([O:19][CH2:18][CH:16]3[CH2:17][O:13][CH2:14][O:15]3)=[N:6][CH:5]=[C:4]([CH:9]=2)[C:3]([NH:30][C@@H:31]2[CH2:36][CH2:35][CH2:34][CH2:33][C@H:32]2[OH:37])=[O:12])=[CH:23][CH:22]=1.